The task is: Predict the product of the given reaction.. This data is from Forward reaction prediction with 1.9M reactions from USPTO patents (1976-2016). (1) Given the reactants NC1C=CC(OC)=C(O)C=1.IC1C=CC(S(Cl)(=O)=O)=CC=1.[O:22]1[CH2:27]C[O:25][C:24]2[CH:28]=[C:29]([NH:32][S:33]([C:36]3[CH:41]=[CH:40][C:39]([I:42])=[CH:38][CH:37]=3)(=[O:35])=[O:34])[CH:30]=[CH:31][C:23]1=2, predict the reaction product. The product is: [OH:25][C:24]1[CH:28]=[C:29]([NH:32][S:33]([C:36]2[CH:41]=[CH:40][C:39]([I:42])=[CH:38][CH:37]=2)(=[O:35])=[O:34])[CH:30]=[CH:31][C:23]=1[O:22][CH3:27]. (2) Given the reactants Br[C:2]1[C:3]([NH:9][C:10]([CH3:21])([CH3:20])[CH2:11][NH:12][C:13](=[O:19])[O:14][C:15]([CH3:18])([CH3:17])[CH3:16])=[N:4][C:5]([Cl:8])=[N:6][CH:7]=1.[CH2:22]([O:24][CH:25]([O:28][CH2:29][CH3:30])[C:26]#[CH:27])[CH3:23].ClC1N=C(NCCNC(=O)OC(C)(C)C)[C:35](C#CC(OCC)OCC)=[CH:34]N=1, predict the reaction product. The product is: [Cl:8][C:5]1[N:4]=[C:3]([NH:9][C:10]2([CH2:11][NH:12][C:13](=[O:19])[O:14][C:15]([CH3:18])([CH3:17])[CH3:16])[CH2:21][CH2:35][CH2:34][CH2:20]2)[C:2]([C:27]#[C:26][CH:25]([O:28][CH2:29][CH3:30])[O:24][CH2:22][CH3:23])=[CH:7][N:6]=1. (3) Given the reactants CN1[C@@H]2CC3C=CC(O)=C4O[C@H]5C(OC)=CC=C2[C@]5(C=34)CC1.ClC1C=C(C=CC=1)C(OO)=O.[CH3:34][N:35]1[C@H:45]2[CH2:46][C:47]3[CH:52]=[CH:51][C:50]([OH:53])=[C:49]4[O:54][C@H:39]5[C:40]([CH:42]=[CH:43][C@:44]2([OH:55])[C@:38]5([C:48]=34)[CH2:37][CH2:36]1)=[O:41].[H][H], predict the reaction product. The product is: [CH3:34][N:35]1[C@@H:45]2[CH2:46][C:47]3=[CH:52][CH:51]=[C:50]([OH:53])[C:49]4[O:54][C@H:39]5[C:40]([CH2:42][CH2:43][C@:44]2([OH:55])[C@:38]5([C:48]=43)[CH2:37][CH2:36]1)=[O:41]. (4) Given the reactants [NH2:1][C:2]1[N:7]=[C:6]([C:8]([NH:10][CH2:11][C:12]2[CH:13]=[N:14][C:15]([O:19][CH2:20][C:21]([F:24])([F:23])[F:22])=[C:16]([Cl:18])[CH:17]=2)=[O:9])[CH:5]=[CH:4][N:3]=1.[C:25](Cl)(=[O:27])[CH3:26], predict the reaction product. The product is: [C:25]([NH:1][C:2]1[N:7]=[C:6]([C:8]([NH:10][CH2:11][C:12]2[CH:13]=[N:14][C:15]([O:19][CH2:20][C:21]([F:23])([F:22])[F:24])=[C:16]([Cl:18])[CH:17]=2)=[O:9])[CH:5]=[CH:4][N:3]=1)(=[O:27])[CH3:26]. (5) Given the reactants [CH2:1]([C:5]1[C:10]([O:11][CH2:12][CH3:13])=[CH:9][N:8]=[C:7]([C:14]2[CH:19]=[CH:18][CH:17]=[C:16](Cl)[CH:15]=2)[N:6]=1)[CH2:2][CH2:3][CH3:4].[B:21]1([B:21]2[O:25][C:24]([CH3:27])([CH3:26])[C:23]([CH3:29])([CH3:28])[O:22]2)[O:25][C:24]([CH3:27])([CH3:26])[C:23]([CH3:29])([CH3:28])[O:22]1.CC(C1C=C(C(C)C)C(C2C=CC=CC=2P(C2CCCCC2)C2CCCCC2)=C(C(C)C)C=1)C.CC([O-])=O.[K+], predict the reaction product. The product is: [CH2:1]([C:5]1[C:10]([O:11][CH2:12][CH3:13])=[CH:9][N:8]=[C:7]([C:14]2[CH:19]=[CH:18][CH:17]=[C:16]([B:21]3[O:25][C:24]([CH3:27])([CH3:26])[C:23]([CH3:29])([CH3:28])[O:22]3)[CH:15]=2)[N:6]=1)[CH2:2][CH2:3][CH3:4].